This data is from Reaction yield outcomes from USPTO patents with 853,638 reactions. The task is: Predict the reaction yield, written as a fraction of the theoretical maximum amount of product (1.0 means a 100% yield; for example, 0.34 means a 34% yield). (1) The reactants are [Cl:1][C:2]1[CH:7]=[CH:6][N:5]=[CH:4][CH:3]=1.OS(O)(=O)=O.OO.[CH3:15][NH:16][CH:17]=[O:18]. No catalyst specified. The product is [Cl:1][C:2]1[CH:7]=[CH:6][N:5]=[C:4]([C:17]([NH:16][CH3:15])=[O:18])[CH:3]=1. The yield is 0.0530. (2) The reactants are [C:1]([O:5][C:6]([NH:8][C@H:9]1[CH2:14][CH2:13][C@H:12]([S:15][C:16](=O)C)[CH2:11][CH2:10]1)=[O:7])([CH3:4])([CH3:3])[CH3:2].C[O-].[Na+].CI. The catalyst is CO.C(OCC)(=O)C.O. The product is [C:1]([O:5][C:6](=[O:7])[NH:8][C@H:9]1[CH2:10][CH2:11][C@H:12]([S:15][CH3:16])[CH2:13][CH2:14]1)([CH3:4])([CH3:3])[CH3:2]. The yield is 0.440.